This data is from TCR-epitope binding with 47,182 pairs between 192 epitopes and 23,139 TCRs. The task is: Binary Classification. Given a T-cell receptor sequence (or CDR3 region) and an epitope sequence, predict whether binding occurs between them. (1) The epitope is GTSGSPIIDK. The TCR CDR3 sequence is CASSQEESGTQYF. Result: 0 (the TCR does not bind to the epitope). (2) The epitope is LLWNGPMAV. The TCR CDR3 sequence is CASSEATGASYEQYF. Result: 1 (the TCR binds to the epitope). (3) The epitope is FLYALALLL. The TCR CDR3 sequence is CSARDQRGLAGGIEDTQYF. Result: 0 (the TCR does not bind to the epitope). (4) The epitope is LPRRSGAAGA. The TCR CDR3 sequence is CSARDFIGGNEQFF. Result: 1 (the TCR binds to the epitope). (5) The epitope is RPHERNGFTVL. The TCR CDR3 sequence is CASSQEPPNTQYF. Result: 0 (the TCR does not bind to the epitope). (6) The epitope is TPQDLNTML. The TCR CDR3 sequence is CASSYGRDEAFF. Result: 0 (the TCR does not bind to the epitope). (7) The epitope is RLFRKSNLK. The TCR CDR3 sequence is CASSLLGNYYTF. Result: 0 (the TCR does not bind to the epitope). (8) Result: 1 (the TCR binds to the epitope). The TCR CDR3 sequence is CASSPLNRGGGDEQYF. The epitope is KLPDDFTGCV. (9) The epitope is GMFNMLSTVLGVS. The TCR CDR3 sequence is CASSISERESYEQYF. Result: 0 (the TCR does not bind to the epitope).